Dataset: Peptide-MHC class II binding affinity with 134,281 pairs from IEDB. Task: Regression. Given a peptide amino acid sequence and an MHC pseudo amino acid sequence, predict their binding affinity value. This is MHC class II binding data. (1) The binding affinity (normalized) is 0.411. The peptide sequence is LSKDGCTSAKGPDYK. The MHC is DRB1_0301 with pseudo-sequence DRB1_0301. (2) The peptide sequence is QTYSKFDTNSHNDDA. The MHC is DRB1_0101 with pseudo-sequence DRB1_0101. The binding affinity (normalized) is 0.0978. (3) The peptide sequence is CGRRHSVRIRVRSGG. The MHC is HLA-DPA10103-DPB10301 with pseudo-sequence HLA-DPA10103-DPB10301. The binding affinity (normalized) is 0.401.